Dataset: Experimentally validated miRNA-target interactions with 360,000+ pairs, plus equal number of negative samples. Task: Binary Classification. Given a miRNA mature sequence and a target amino acid sequence, predict their likelihood of interaction. (1) The miRNA is hsa-miR-4765 with sequence UGAGUGAUUGAUAGCUAUGUUC. The protein sequence of the target gene is MAVSLDDDVPLILTLDEGGSAPLAPSNGLGQEELPSKNGGSYAIHDSQAPSLSSGGESSPSSPAHNWEMNYQEAAIYLQEGENNDKFFTHPKDAKALAAYLFAHNHLFYLMELATALLLLLLSLCEAPAVPALRLGIYVHATLELFALMVVVFELCMKLRWLGLHTFIRHKRTMVKTSVLVVQFVEAIVVLVRQMSHVRVTRALRCIFLVDCRYCGGVRRNLRQIFQSLPPFMDILLLLLFFMIIFAILGFYLFSPNPSDPYFSTLENSIVSLFVLLTTANFPDVMMPSYSRNPWSCVFF.... Result: 0 (no interaction). (2) The miRNA is hsa-miR-4673 with sequence UCCAGGCAGGAGCCGGACUGGA. Result: 1 (interaction). The protein sequence of the target gene is MVLVHVGYLVLPVFGSVRNRGAPFQRSQHPHATSCRHFHLGPPQPQQLAPDFPLAHPVQSQPGLSAHMAPAHQHSGALHQSLTPLPTLQFQDVTGPSFLPQALHQQYLLQQQLLEAQHRRLVSHPRRSQERVSVHPHRLHPSFDFGQLQTPQPRYLAEGTDWDLSVDAGLSPAQFQVRPIPQHYQHYLATPRMHHFPRNSSSTQMVVHEIRNYPYPQLHFLALQGLNPSRHTSAVRESYEELLQLEDRLGNVTRGAVQNTIERFTFPHKYKKRRPQDGKGKKDEGEESDTDEKCTICLSM....